From a dataset of Forward reaction prediction with 1.9M reactions from USPTO patents (1976-2016). Predict the product of the given reaction. (1) Given the reactants [C:1]([N:5]([C:18](=[O:36])[C:19]1[CH:24]=[CH:23][C:22]([CH:25]=[O:26])=[C:21]([B:27]2[O:31]C(C)(C)C(C)(C)[O:28]2)[CH:20]=1)[NH:6][C:7](=[O:17])[C:8]1[CH:13]=[CH:12][CH:11]=[C:10]([O:14][CH3:15])[C:9]=1[CH3:16])([CH3:4])([CH3:3])[CH3:2].I([O-])(=O)(=O)=O.[Na+].Cl, predict the reaction product. The product is: [C:1]([N:5]([C:18]([C:19]1[CH:24]=[CH:23][C:22]([CH:25]=[O:26])=[C:21]([B:27]([OH:31])[OH:28])[CH:20]=1)=[O:36])[NH:6][C:7](=[O:17])[C:8]1[CH:13]=[CH:12][CH:11]=[C:10]([O:14][CH3:15])[C:9]=1[CH3:16])([CH3:4])([CH3:2])[CH3:3]. (2) Given the reactants [CH:1]1([NH:4][C:5]([C:7]2[CH:12]=[CH:11][C:10]([C:13]3[CH:18]=[CH:17][C:16]([CH2:19][C@H:20]([NH:35][C:36]([C@H:38]4[CH2:43][CH2:42][C@H:41]([CH2:44][NH:45]C(=O)OC(C)(C)C)[CH2:40][CH2:39]4)=[O:37])[C:21](=[O:34])[NH:22][C:23]4[CH:28]=[CH:27][C:26]([C:29]5[NH:33][N:32]=[N:31][N:30]=5)=[CH:25][CH:24]=4)=[CH:15][CH:14]=3)=[CH:9][C:8]=2[CH3:53])=[O:6])[CH2:3][CH2:2]1.[ClH:54].C(#N)C, predict the reaction product. The product is: [ClH:54].[NH2:45][CH2:44][C@H:41]1[CH2:40][CH2:39][C@H:38]([C:36]([NH:35][C@H:20]([C:21](=[O:34])[NH:22][C:23]2[CH:28]=[CH:27][C:26]([C:29]3[NH:33][N:32]=[N:31][N:30]=3)=[CH:25][CH:24]=2)[CH2:19][C:16]2[CH:15]=[CH:14][C:13]([C:10]3[CH:11]=[CH:12][C:7]([C:5]([NH:4][CH:1]4[CH2:2][CH2:3]4)=[O:6])=[C:8]([CH3:53])[CH:9]=3)=[CH:18][CH:17]=2)=[O:37])[CH2:43][CH2:42]1. (3) Given the reactants [C:1](=O)([O-])[O-].[K+].[K+].[Br:7][C:8]1[CH:16]=[CH:15][C:11]([C:12]([OH:14])=[O:13])=[C:10]([O:17][CH3:18])[N:9]=1.CI, predict the reaction product. The product is: [CH3:1][O:13][C:12](=[O:14])[C:11]1[CH:15]=[CH:16][C:8]([Br:7])=[N:9][C:10]=1[O:17][CH3:18]. (4) The product is: [F:1][C:2]1[CH:22]=[CH:21][C:5]([CH2:6][C:7]2[CH:16]=[C:11]3[C:10]([CH2:17][N:25]([C@@H:26]4[C@@H:31]([OH:32])[CH2:30][CH2:29][O:28][CH2:27]4)[C:12]3=[O:13])=[C:9]([CH3:19])[C:8]=2[CH3:20])=[CH:4][C:3]=1[O:23][CH3:24]. Given the reactants [F:1][C:2]1[CH:22]=[CH:21][C:5]([CH2:6][C:7]2[C:8]([CH3:20])=[C:9]([CH3:19])[C:10]([CH:17]=O)=[C:11]([CH:16]=2)[C:12](OC)=[O:13])=[CH:4][C:3]=1[O:23][CH3:24].[NH2:25][C@@H:26]1[C@@H:31]([OH:32])[CH2:30][CH2:29][O:28][CH2:27]1.S([O-])([O-])(=O)=O.[Mg+2], predict the reaction product. (5) The product is: [NH2:18][C:13]1[CH:14]=[CH:15][CH:16]=[CH:17][C:12]=1[C:10]1[N:11]=[C:7]([CH2:6][CH2:5][CH2:4][C:3]([OH:19])=[O:2])[O:8][CH:9]=1. Given the reactants C[O:2][C:3](=[O:19])[CH2:4][CH2:5][CH2:6][C:7]1[O:8][CH:9]=[C:10]([C:12]2[CH:17]=[CH:16][CH:15]=[CH:14][C:13]=2[NH2:18])[N:11]=1.C1COCC1.[OH-].[Na+], predict the reaction product. (6) Given the reactants [F:1][C:2]([F:28])([F:27])[C:3]1[CH:8]=[CH:7][C:6]([N:9]2[CH2:14][CH2:13][N:12]([S:15]([C:18]3[CH:19]=[C:20]4[C:24](=[CH:25][CH:26]=3)[NH:23][CH:22]=[CH:21]4)(=[O:17])=[O:16])[CH2:11][CH2:10]2)=[CH:5][CH:4]=1.C(=O)([O-])[O-].[Cs+].[Cs+].[C:35]([O:38][CH2:39]C)(=[O:37])[CH3:36], predict the reaction product. The product is: [CH3:39][O:38][C:35](=[O:37])[CH2:36][N:23]1[C:24]2[C:20](=[CH:19][C:18]([S:15]([N:12]3[CH2:11][CH2:10][N:9]([C:6]4[CH:7]=[CH:8][C:3]([C:2]([F:27])([F:1])[F:28])=[CH:4][CH:5]=4)[CH2:14][CH2:13]3)(=[O:17])=[O:16])=[CH:26][CH:25]=2)[CH:21]=[CH:22]1. (7) Given the reactants CN([CH:4]=[N:5][C:6]1[CH:11]=[CH:10][CH:9]=[CH:8][C:7]=1[CH2:12][S:13]([N:16]([CH3:18])[CH3:17])(=[O:15])=[O:14])C.[H-].[Na+], predict the reaction product. The product is: [CH3:17][N:16]([CH3:18])[S:13]([C:12]1[C:7]2[C:6](=[CH:11][CH:10]=[CH:9][CH:8]=2)[NH:5][CH:4]=1)(=[O:15])=[O:14].